This data is from Peptide-MHC class II binding affinity with 134,281 pairs from IEDB. The task is: Regression. Given a peptide amino acid sequence and an MHC pseudo amino acid sequence, predict their binding affinity value. This is MHC class II binding data. (1) The peptide sequence is SEDLGKTFSVGTGNC. The MHC is HLA-DQA10102-DQB10501 with pseudo-sequence HLA-DQA10102-DQB10501. The binding affinity (normalized) is 0.332. (2) The peptide sequence is KIERWFVRNPFFAVT. The MHC is DRB1_0901 with pseudo-sequence DRB1_0901. The binding affinity (normalized) is 0.661. (3) The peptide sequence is KFWGKYLYEIARRHP. The MHC is HLA-DQA10401-DQB10402 with pseudo-sequence HLA-DQA10401-DQB10402. The binding affinity (normalized) is 0.214.